From a dataset of Forward reaction prediction with 1.9M reactions from USPTO patents (1976-2016). Predict the product of the given reaction. (1) Given the reactants C[O:2][C:3](=[O:21])[CH2:4][CH2:5][N:6]1[C:11]2[CH:12]=[CH:13][CH:14]=[C:15]([Cl:16])[C:10]=2[O:9][CH:8]([CH:17]([CH3:19])[CH3:18])[C:7]1=[O:20].[OH-].[Na+], predict the reaction product. The product is: [Cl:16][C:15]1[C:10]2[O:9][CH:8]([CH:17]([CH3:19])[CH3:18])[C:7](=[O:20])[N:6]([CH2:5][CH2:4][C:3]([OH:21])=[O:2])[C:11]=2[CH:12]=[CH:13][CH:14]=1. (2) Given the reactants Br[C:2]1[CH:7]=[CH:6][C:5]([C:8]2[N:9]([CH2:14][C@@H:15]3[CH2:19][CH2:18][N:17]([C:20]([CH:22]4[CH2:24][C:23]4([F:26])[F:25])=[O:21])[CH2:16]3)[C:10](=[O:13])[NH:11][N:12]=2)=[CH:4][CH:3]=1.CC1(C)C(C)(C)OB([C:35]2[CH:36]=[CH:37][C:38]3[O:42][CH:41]=[CH:40][C:39]=3[CH:43]=2)O1.C([O-])([O-])=O.[Cs+].[Cs+], predict the reaction product. The product is: [O:42]1[C:38]2[CH:37]=[CH:36][C:35]([C:2]3[CH:7]=[CH:6][C:5]([C:8]4[N:9]([CH2:14][C@@H:15]5[CH2:19][CH2:18][N:17]([C:20]([CH:22]6[CH2:24][C:23]6([F:26])[F:25])=[O:21])[CH2:16]5)[C:10](=[O:13])[NH:11][N:12]=4)=[CH:4][CH:3]=3)=[CH:43][C:39]=2[CH:40]=[CH:41]1. (3) The product is: [Cl:12][C:7]1[C:6]([C:13]2[CH:18]=[CH:17][CH:16]=[CH:15][CH:14]=2)=[CH:5][C:4]2[C:9](=[CH:10][CH:11]=[C:2]([C:31]([C:28]3[CH:29]=[CH:30][C:25]([Cl:24])=[CH:26][CH:27]=3)([C:33]3[N:37]([CH3:38])[CH:36]=[N:35][CH:34]=3)[OH:32])[CH:3]=2)[N:8]=1. Given the reactants Br[C:2]1[CH:3]=[C:4]2[C:9](=[CH:10][CH:11]=1)[N:8]=[C:7]([Cl:12])[C:6]([C:13]1[CH:18]=[CH:17][CH:16]=[CH:15][CH:14]=1)=[CH:5]2.[Li]CCCC.[Cl:24][C:25]1[CH:30]=[CH:29][C:28]([C:31]([C:33]2[N:37]([CH3:38])[CH:36]=[N:35][CH:34]=2)=[O:32])=[CH:27][CH:26]=1, predict the reaction product. (4) Given the reactants [CH:1]1[C:13]2[NH:12][C:11]3[C:6](=[CH:7][CH:8]=[CH:9][CH:10]=3)[C:5]=2[CH:4]=[C:3]([C:14]([OH:16])=O)[CH:2]=1.[CH2:17]([NH:19][CH2:20][CH3:21])[CH3:18], predict the reaction product. The product is: [CH2:17]([N:19]([CH2:20][CH3:21])[C:14]([C:3]1[CH:2]=[CH:1][C:13]2[N:12]([CH2:3][CH2:2][CH2:1][CH2:13][CH3:5])[C:11]3[C:6]([C:5]=2[CH:4]=1)=[CH:7][CH:8]=[CH:9][CH:10]=3)=[O:16])[CH3:18]. (5) Given the reactants [CH3:1][N:2]([CH3:14])[CH2:3][CH2:4][O:5][C:6]1[CH:7]=[C:8]([CH:10]=[CH:11][C:12]=1[CH3:13])[NH2:9].Cl[C:16]1[C:25]2[C:20](=[CH:21][CH:22]=[CH:23][CH:24]=2)[N:19]=[C:18]([CH3:26])[CH:17]=1, predict the reaction product. The product is: [CH3:1][N:2]([CH3:14])[CH2:3][CH2:4][O:5][C:6]1[CH:7]=[C:8]([NH:9][C:16]2[C:25]3[C:20](=[CH:21][CH:22]=[CH:23][CH:24]=3)[N:19]=[C:18]([CH3:26])[CH:17]=2)[CH:10]=[CH:11][C:12]=1[CH3:13]. (6) Given the reactants [C:1]1(=[O:7])O[C:4](=[O:5])[CH:3]=[CH:2]1.[Cl:8][C:9]1[CH:15]=[CH:14][C:12]([NH2:13])=[CH:11][C:10]=1[F:16], predict the reaction product. The product is: [Cl:8][C:9]1[CH:15]=[CH:14][C:12]([N:13]2[C:4](=[O:5])[CH:3]=[CH:2][C:1]2=[O:7])=[CH:11][C:10]=1[F:16]. (7) Given the reactants [F:1][C:2]1[CH:10]=[CH:9][C:5]([CH:6]([NH2:8])[CH3:7])=[CH:4][CH:3]=1.[Cl:11][C:12]1[N:17]=[C:16](Cl)[C:15]([F:19])=[CH:14][N:13]=1, predict the reaction product. The product is: [Cl:11][C:12]1[N:17]=[C:16]([NH:8][CH:6]([C:5]2[CH:9]=[CH:10][C:2]([F:1])=[CH:3][CH:4]=2)[CH3:7])[C:15]([F:19])=[CH:14][N:13]=1. (8) The product is: [CH3:2][C@H:3]1[N:8]([C:26]([O:25][CH2:24][C:21]2[CH:22]=[CH:23][CH:18]=[CH:19][CH:20]=2)=[O:27])[CH2:7][C@@H:6]([C:9]([O:11][CH3:12])=[O:10])[CH2:5][CH2:4]1.[CH3:2][C@@H:3]1[N:8]([C:26]([O:25][CH2:24][C:21]2[CH:22]=[CH:23][CH:18]=[CH:19][CH:20]=2)=[O:27])[CH2:7][C@@H:6]([C:9]([O:11][CH3:12])=[O:10])[CH2:5][CH2:4]1. Given the reactants Cl.[CH3:2][CH:3]1[NH:8][CH2:7][CH:6]([C:9]([O:11][CH3:12])=[O:10])[CH2:5][CH2:4]1.C([O-])(O)=O.[Na+].[CH:18]1[CH:23]=[CH:22][C:21]([CH2:24][O:25][C:26](Cl)=[O:27])=[CH:20][CH:19]=1, predict the reaction product. (9) Given the reactants [F:1][C:2]1[CH:7]=[CH:6][C:5]([O:8][C:9](=[O:24])[N:10]([C@H:12]2[C@H:16]([C:17]3[CH:22]=[CH:21][C:20]([Cl:23])=[CH:19][CH:18]=3)[CH2:15][NH:14][CH2:13]2)[CH3:11])=[CH:4][CH:3]=1.[N:25]1([CH2:31][CH2:32][C:33](O)=[O:34])[CH2:30][CH2:29][O:28][CH2:27][CH2:26]1, predict the reaction product. The product is: [F:1][C:2]1[CH:7]=[CH:6][C:5]([O:8][C:9](=[O:24])[N:10]([C@H:12]2[C@H:16]([C:17]3[CH:22]=[CH:21][C:20]([Cl:23])=[CH:19][CH:18]=3)[CH2:15][N:14]([C:33](=[O:34])[CH2:32][CH2:31][N:25]3[CH2:30][CH2:29][O:28][CH2:27][CH2:26]3)[CH2:13]2)[CH3:11])=[CH:4][CH:3]=1. (10) Given the reactants C([O-])=O.[NH4+].[N:5]1[C:10]2[S:11][CH:12]=[CH:13][C:9]=2[C:8](O)=[N:7][CH:6]=1.S(Cl)([Cl:17])=O, predict the reaction product. The product is: [Cl:17][C:8]1[C:9]2[CH:13]=[CH:12][S:11][C:10]=2[N:5]=[CH:6][N:7]=1.